From a dataset of Forward reaction prediction with 1.9M reactions from USPTO patents (1976-2016). Predict the product of the given reaction. Given the reactants [CH2:1]([C:11]1[CH:12]=[N:13][C:14]([C:17]2[CH:22]=[CH:21][C:20](O)=[CH:19][CH:18]=2)=[N:15][CH:16]=1)[CH2:2][CH2:3][CH2:4][CH2:5][CH2:6][CH2:7][CH2:8][CH2:9][CH3:10].[C:24]([O-:27])([O-])=O.[Cs+].[Cs+].CCO[CH2:33][CH3:34], predict the reaction product. The product is: [CH2:1]([C:11]1[CH:12]=[N:13][C:14]([C:17]2[CH:22]=[CH:21][C:20]([O:27][CH2:24][CH2:11][CH2:1][CH2:2][CH2:3][CH:33]=[CH2:34])=[CH:19][CH:18]=2)=[N:15][CH:16]=1)[CH2:2][CH2:3][CH2:4][CH2:5][CH2:6][CH2:7][CH2:8][CH2:9][CH3:10].[CH2:1]([C:11]1[CH:12]=[N:13][C:14]([C:17]2[CH:22]=[CH:21][C:20]([O:27][CH2:24][CH2:3][CH2:2][CH2:1][CH2:11][CH2:16][CH:33]=[CH2:34])=[CH:19][CH:18]=2)=[N:15][CH:16]=1)[CH2:2][CH2:3][CH2:4][CH2:5][CH2:6][CH2:7][CH2:8][CH2:9][CH3:10].